Dataset: Full USPTO retrosynthesis dataset with 1.9M reactions from patents (1976-2016). Task: Predict the reactants needed to synthesize the given product. (1) Given the product [Cl-:43].[CH3:1][C:2]1[CH:7]=[C:6]([CH3:8])[NH:5][C:4](=[O:9])[C:3]=1[CH2:10][NH:11][C:12]([C:14]1[CH:15]=[C:16]([C:30]2[CH:35]=[CH:34][C:33]([CH2:36][NH+:37]3[CH2:38][CH2:39][O:40][CH2:41][CH2:42]3)=[CH:32][CH:31]=2)[CH:17]=[C:18]([N:21]([CH2:28][CH3:29])[CH:22]2[CH2:23][CH2:24][O:25][CH2:26][CH2:27]2)[C:19]=1[CH3:20])=[O:13], predict the reactants needed to synthesize it. The reactants are: [CH3:1][C:2]1[CH:7]=[C:6]([CH3:8])[NH:5][C:4](=[O:9])[C:3]=1[CH2:10][NH:11][C:12]([C:14]1[CH:15]=[C:16]([C:30]2[CH:35]=[CH:34][C:33]([CH2:36][N:37]3[CH2:42][CH2:41][O:40][CH2:39][CH2:38]3)=[CH:32][CH:31]=2)[CH:17]=[C:18]([N:21]([CH2:28][CH3:29])[CH:22]2[CH2:27][CH2:26][O:25][CH2:24][CH2:23]2)[C:19]=1[CH3:20])=[O:13].[ClH:43].C(OCC)(=O)C. (2) Given the product [C:1]1([C:27]2[CH:32]=[CH:31][CH:30]=[CH:29][CH:28]=2)[CH:6]=[CH:5][C:4]([NH:7][C:8](=[O:26])[C:9]2[CH:14]=[CH:13][C:12]([C:33]#[N:34])=[C:11]([NH:16][C:17](=[O:25])[CH2:18][N:19]3[CH2:24][CH2:23][O:22][CH2:21][CH2:20]3)[CH:10]=2)=[CH:3][CH:2]=1, predict the reactants needed to synthesize it. The reactants are: [C:1]1([C:27]2[CH:32]=[CH:31][CH:30]=[CH:29][CH:28]=2)[CH:6]=[CH:5][C:4]([NH:7][C:8](=[O:26])[C:9]2[CH:14]=[CH:13][C:12](Br)=[C:11]([NH:16][C:17](=[O:25])[CH2:18][N:19]3[CH2:24][CH2:23][O:22][CH2:21][CH2:20]3)[CH:10]=2)=[CH:3][CH:2]=1.[CH3:33][N:34](C=O)C. (3) The reactants are: [C:1]([O:5][C:6]([N:8]1[CH2:12][C@@H:11]([CH2:13][N:14]([CH:31]([CH3:33])[CH3:32])[C:15](=[O:30])[C:16]2[CH:21]=[CH:20][C:19]([O:22][CH3:23])=[C:18]([O:24][CH2:25][CH2:26][CH2:27][O:28][CH3:29])[CH:17]=2)[C@H:10]([OH:34])[CH2:9]1)=[O:7])([CH3:4])([CH3:3])[CH3:2].[O-]S([O-])(=S)=O.[Na+].[Na+]. Given the product [C:1]([O:5][C:6]([N:8]1[CH2:9][C:10](=[O:34])[CH:11]([CH2:13][N:14]([CH:31]([CH3:33])[CH3:32])[C:15](=[O:30])[C:16]2[CH:21]=[CH:20][C:19]([O:22][CH3:23])=[C:18]([O:24][CH2:25][CH2:26][CH2:27][O:28][CH3:29])[CH:17]=2)[CH2:12]1)=[O:7])([CH3:4])([CH3:3])[CH3:2], predict the reactants needed to synthesize it.